Dataset: Forward reaction prediction with 1.9M reactions from USPTO patents (1976-2016). Task: Predict the product of the given reaction. (1) Given the reactants [Cl:1][C:2]1[N:3]=[C:4]2[NH:12][C:11]([CH3:14])([CH3:13])[CH2:10][CH2:9][N:5]2[C:6](=[O:8])[CH:7]=1.CC#N.C(=O)([O-])[O-].[Cs+].[Cs+].CS(O[CH2:29][CH2:30][O:31][CH3:32])(=O)=O, predict the reaction product. The product is: [Cl:1][C:2]1[N:3]=[C:4]2[N:12]([CH2:29][CH2:30][O:31][CH3:32])[C:11]([CH3:14])([CH3:13])[CH2:10][CH2:9][N:5]2[C:6](=[O:8])[CH:7]=1. (2) Given the reactants I[C:2]1[N:3]=[CH:4][N:5]([C:7]2[N:11]([CH3:12])[N:10]=[C:9]([C:13]([F:19])([F:18])[C:14]([F:17])([F:16])[F:15])[C:8]=2[C:20]([F:23])([F:22])[F:21])[CH:6]=1.[C:24]([O:28][C:29]([NH:31][CH2:32][C:33]1[CH:34]=[C:35](B(O)O)[CH:36]=[CH:37][CH:38]=1)=[O:30])([CH3:27])([CH3:26])[CH3:25].O.C(Cl)(Cl)Cl, predict the reaction product. The product is: [CH3:12][N:11]1[C:7]([N:5]2[CH:6]=[C:2]([C:37]3[CH:38]=[C:33]([CH:34]=[CH:35][CH:36]=3)[CH2:32][NH:31][C:29](=[O:30])[O:28][C:24]([CH3:26])([CH3:27])[CH3:25])[N:3]=[CH:4]2)=[C:8]([C:20]([F:23])([F:22])[F:21])[C:9]([C:13]([F:19])([F:18])[C:14]([F:17])([F:16])[F:15])=[N:10]1.